Dataset: Rat liver microsome stability data. Task: Regression/Classification. Given a drug SMILES string, predict its absorption, distribution, metabolism, or excretion properties. Task type varies by dataset: regression for continuous measurements (e.g., permeability, clearance, half-life) or binary classification for categorical outcomes (e.g., BBB penetration, CYP inhibition). Dataset: rlm. (1) The molecule is COC(=O)N1CCN(CC(=O)c2ccc(OCCCN3CCC[C@H]3C)cc2)CC1. The result is 0 (unstable in rat liver microsomes). (2) The molecule is N#CC(C#N)C(c1ccccc1)c1c(-c2ccccc2)[nH]c2ccccc12. The result is 1 (stable in rat liver microsomes). (3) The drug is O=c1sc2cc(CCCF)ccc2n1CCN1CCCCCC1. The result is 1 (stable in rat liver microsomes). (4) The molecule is N#Cc1ccc(F)cc1Cn1c(N2CCC[C@@H](N)C2)nc2c(-c3cccs3)cnc-2c1O. The result is 0 (unstable in rat liver microsomes). (5) The molecule is N#CC(C(=O)N1CCCCC1)=C(O)c1cc(O)c(O)c([N+](=O)[O-])c1. The result is 0 (unstable in rat liver microsomes). (6) The compound is COc1ccc(CCNC(=O)Cn2c(=O)c3cccn3c3ccc(F)cc32)cc1OC. The result is 1 (stable in rat liver microsomes). (7) The drug is CCn1cnc(CN2CCN(c3cccc4[nH]c(-c5ccc(C(C)(C)C)cc5)nc34)CC2)c1C. The result is 1 (stable in rat liver microsomes). (8) The drug is CNC(C)CCN1c2ccccc2N(c2ccccc2F)S1(=O)=O. The result is 1 (stable in rat liver microsomes). (9) The drug is N=c1c(C(=O)N2CCc3ccccc3C2)cc2c(=O)n3ccccc3nc2n1Cc1ccccc1. The result is 1 (stable in rat liver microsomes).